From a dataset of Full USPTO retrosynthesis dataset with 1.9M reactions from patents (1976-2016). Predict the reactants needed to synthesize the given product. (1) The reactants are: [CH:1]([C:3]1[C:12]2[C:7](=[CH:8][CH:9]=[CH:10][C:11]=2[NH:13][CH:14]2[CH2:19][CH2:18][CH2:17][N:16]([C:20]([O:22][C:23]([CH3:26])([CH3:25])[CH3:24])=[O:21])[CH2:15]2)[CH:6]=[N:5][CH:4]=1)=[CH2:2].CC(C)([O-])C.[K+].O.[Cl-].[NH4+]. Given the product [C:23]([O:22][C:20]([N:16]1[CH2:17][CH2:18][CH2:19][CH:14]([N:13]2[C:11]3=[C:12]4[C:7](=[CH:8][CH:9]=[CH:10]3)[CH:6]=[N:5][CH:4]=[C:3]4[CH2:1][CH2:2]2)[CH2:15]1)=[O:21])([CH3:26])([CH3:25])[CH3:24], predict the reactants needed to synthesize it. (2) The reactants are: [F:1][C:2]1[CH:3]=[CH:4][C:5]2[O:10][CH2:9][C:8](=[O:11])[NH:7][C:6]=2[CH:12]=1.Br[CH2:14][C@H:15]([CH3:25])[CH2:16][O:17][Si:18]([C:21]([CH3:24])([CH3:23])[CH3:22])([CH3:20])[CH3:19].C([O-])([O-])=O.[Cs+].[Cs+]. Given the product [Si:18]([O:17][CH2:16][C@@H:15]([CH3:25])[CH2:14][N:7]1[C:6]2[CH:12]=[C:2]([F:1])[CH:3]=[CH:4][C:5]=2[O:10][CH2:9][C:8]1=[O:11])([C:21]([CH3:22])([CH3:23])[CH3:24])([CH3:19])[CH3:20], predict the reactants needed to synthesize it. (3) Given the product [Cl:10][C:11]1[CH:12]=[CH:13][C:14]([C:17]([CH3:23])([CH3:22])[C:18]([O:20][CH3:21])=[O:19])=[CH:15][C:16]=1[N+:1]([O-:4])=[O:2], predict the reactants needed to synthesize it. The reactants are: [N+:1]([O-:4])(O)=[O:2].S(=O)(=O)(O)O.[Cl:10][C:11]1[CH:16]=[CH:15][C:14]([C:17]([CH3:23])([CH3:22])[C:18]([O:20][CH3:21])=[O:19])=[CH:13][CH:12]=1. (4) Given the product [NH:8]1[CH2:7][CH2:6][N:5]=[C:4]1[NH:2][N:3]=[CH:12][C:11]1[CH:14]=[C:15]([OH:19])[C:16]([OH:18])=[CH:17][C:10]=1[OH:9], predict the reactants needed to synthesize it. The reactants are: Br.[NH:2]([C:4]1[NH:5][CH2:6][CH2:7][N:8]=1)[NH2:3].[OH:9][C:10]1[CH:17]=[C:16]([OH:18])[C:15]([OH:19])=[CH:14][C:11]=1[CH:12]=O. (5) Given the product [CH2:1]([O:11][CH:8]([C:7]1[CH:6]=[C:5]([CH3:12])[N:4]=[C:3]([O:13][C:14]2[C:19]([CH3:20])=[CH:18][C:17]([CH3:21])=[CH:16][C:15]=2[CH3:22])[C:2]=1[CH3:1])[CH2:9][CH3:10])[CH2:2][CH2:7][CH3:6], predict the reactants needed to synthesize it. The reactants are: [CH3:1][C:2]1[C:3]([O:13][C:14]2[C:19]([CH3:20])=[CH:18][C:17]([CH3:21])=[CH:16][C:15]=2[CH3:22])=[N:4][C:5]([CH3:12])=[CH:6][C:7]=1[CH:8]([OH:11])[CH2:9][CH3:10].[H-].[Na+]. (6) The reactants are: [Br:1][C:2]1[CH:3]=[CH:4][C:5]([NH2:8])=[N:6][CH:7]=1.[CH:9](=O)[CH3:10].COC(=O)COC1C=C(OC)C(SCCCN(CC)C2C=CC(C3C=CC=CC=3)=CN=2)=CC=1C. Given the product [Br:1][C:2]1[CH:3]=[CH:4][C:5]([NH:8][CH2:9][CH3:10])=[N:6][CH:7]=1, predict the reactants needed to synthesize it.